Predict the product of the given reaction. From a dataset of Forward reaction prediction with 1.9M reactions from USPTO patents (1976-2016). The product is: [CH:1]([N:4]1[CH2:9][CH2:8][N:7]([C:10]([C:12]2[CH:19]=[CH:18][C:15]([CH2:16][N:20]3[CH2:25][CH2:24][CH2:23][CH2:22][CH2:21]3)=[CH:14][CH:13]=2)=[O:11])[CH2:6][CH2:5]1)([CH3:3])[CH3:2]. Given the reactants [CH:1]([N:4]1[CH2:9][CH2:8][N:7]([C:10]([C:12]2[CH:19]=[CH:18][C:15]([CH:16]=O)=[CH:14][CH:13]=2)=[O:11])[CH2:6][CH2:5]1)([CH3:3])[CH3:2].[NH:20]1[CH2:25][CH2:24][CH2:23][CH2:22][CH2:21]1, predict the reaction product.